Predict the product of the given reaction. From a dataset of Forward reaction prediction with 1.9M reactions from USPTO patents (1976-2016). (1) Given the reactants [Br:1][C:2]1[CH:6]=[N:5][N:4]([CH3:7])[C:3]=1[NH:8][C:9]1[CH:14]=[CH:13][CH:12]=[C:11]([NH2:15])[CH:10]=1.[Cl:16][C:17]1[CH:22]=[CH:21][C:20]([N:23]=[C:24]=[O:25])=[CH:19][CH:18]=1, predict the reaction product. The product is: [Br:1][C:2]1[CH:6]=[N:5][N:4]([CH3:7])[C:3]=1[NH:8][C:9]1[CH:10]=[C:11]([NH:15][C:24]([NH:23][C:20]2[CH:21]=[CH:22][C:17]([Cl:16])=[CH:18][CH:19]=2)=[O:25])[CH:12]=[CH:13][CH:14]=1. (2) Given the reactants [F:1][CH:2]([F:24])[CH2:3][N:4]1[C:13]2[C:8](=[CH:9][C:10]([NH:15]C(=O)OC(C)(C)C)=[C:11]([CH3:14])[CH:12]=2)[CH2:7][CH2:6][C:5]1=[O:23].Cl.O1CCOCC1.C(=O)([O-])O.[Na+], predict the reaction product. The product is: [NH2:15][C:10]1[CH:9]=[C:8]2[C:13](=[CH:12][C:11]=1[CH3:14])[N:4]([CH2:3][CH:2]([F:24])[F:1])[C:5](=[O:23])[CH2:6][CH2:7]2.